From a dataset of Forward reaction prediction with 1.9M reactions from USPTO patents (1976-2016). Predict the product of the given reaction. Given the reactants [F-].[K+].Br[CH:4]([CH2:9][CH3:10])[C:5](OC)=[O:6].[NH2:11][C:12]1[CH:17]=[CH:16][C:15]([N+:18]([O-:20])=[O:19])=[CH:14][C:13]=1[OH:21], predict the reaction product. The product is: [CH2:9]([CH:4]1[C:5](=[O:6])[NH:11][C:12]2[CH:17]=[CH:16][C:15]([N+:18]([O-:20])=[O:19])=[CH:14][C:13]=2[O:21]1)[CH3:10].